Dataset: Peptide-MHC class I binding affinity with 185,985 pairs from IEDB/IMGT. Task: Regression. Given a peptide amino acid sequence and an MHC pseudo amino acid sequence, predict their binding affinity value. This is MHC class I binding data. (1) The peptide sequence is GSENLASLY. The MHC is Mamu-A02 with pseudo-sequence Mamu-A02. The binding affinity (normalized) is 1.00. (2) The peptide sequence is LLEGEEERL. The MHC is HLA-A02:02 with pseudo-sequence HLA-A02:02. The binding affinity (normalized) is 0.619. (3) The peptide sequence is ILAILAIATLMSV. The MHC is HLA-A02:01 with pseudo-sequence HLA-A02:01. The binding affinity (normalized) is 0.654. (4) The peptide sequence is DEVVYTHGA. The MHC is HLA-B39:01 with pseudo-sequence HLA-B39:01. The binding affinity (normalized) is 0.0847. (5) The peptide sequence is AYIDNYNKV. The MHC is Mamu-A02 with pseudo-sequence Mamu-A02. The binding affinity (normalized) is 0.0958. (6) The peptide sequence is TTLATISTS. The MHC is HLA-A02:01 with pseudo-sequence HLA-A02:01. The binding affinity (normalized) is 0.187. (7) The MHC is HLA-B40:01 with pseudo-sequence HLA-B40:01. The peptide sequence is VLWAHGFEL. The binding affinity (normalized) is 0.0847.